This data is from Catalyst prediction with 721,799 reactions and 888 catalyst types from USPTO. The task is: Predict which catalyst facilitates the given reaction. Reactant: [Cl:1][C:2]1[CH:7]=[CH:6][CH:5]=[CH:4][C:3]=1[CH:8]1[CH2:14][N:13]([CH2:15][C:16](O)=[O:17])[C:12](=[O:19])[CH:11]([CH2:20][CH:21]([CH3:23])[CH3:22])[C:10]2[CH:24]=[CH:25][C:26]([CH3:28])=[CH:27][C:9]1=2.F[P-](F)(F)(F)(F)F.N1(OC(N(C)C)=[N+](C)C)C2N=CC=CC=2N=N1.C(N(C(C)C)CC)(C)C.Cl.[NH:63]1[CH2:68][CH2:67][CH:66]([CH2:69][C:70]([O:72][CH2:73][CH3:74])=[O:71])[CH2:65][CH2:64]1. Product: [CH2:73]([O:72][C:70](=[O:71])[CH2:69][CH:66]1[CH2:67][CH2:68][N:63]([C:16](=[O:17])[CH2:15][N:13]2[CH2:14][CH:8]([C:3]3[CH:4]=[CH:5][CH:6]=[CH:7][C:2]=3[Cl:1])[C:9]3[CH:27]=[C:26]([CH3:28])[CH:25]=[CH:24][C:10]=3[CH:11]([CH2:20][CH:21]([CH3:23])[CH3:22])[C:12]2=[O:19])[CH2:64][CH2:65]1)[CH3:74]. The catalyst class is: 9.